From a dataset of Reaction yield outcomes from USPTO patents with 853,638 reactions. Predict the reaction yield, written as a fraction of the theoretical maximum amount of product (1.0 means a 100% yield; for example, 0.34 means a 34% yield). (1) The reactants are [CH:1]1[C:13]2[CH:12]([CH2:14][O:15][C:16]([NH:18][C@@H:19]([CH:64]([CH3:66])[CH3:65])[C:20]([NH:22][C@@H:23]([CH2:57][CH2:58][CH2:59][NH:60][C:61]([NH2:63])=[O:62])[C:24]([NH:26][C:27]3[CH:56]=[CH:55][C:30]([CH2:31][O:32][C:33]4[C:34]5[CH:54]=[CH:53][CH:52]=[CH:51][C:35]=5[C:36]5[C@H:37]([CH2:49][Cl:50])[CH2:38][N:39](C(OC(C)(C)C)=O)[C:40]=5[CH:41]=4)=[CH:29][CH:28]=3)=[O:25])=[O:21])=[O:17])[C:11]3[C:6](=[CH:7][CH:8]=[CH:9][CH:10]=3)[C:5]=2[CH:4]=[CH:3][CH:2]=1.N. The catalyst is C(Cl)Cl. The product is [Cl:50][CH2:49][C@H:37]1[C:36]2[C:35]3[CH:51]=[CH:52][CH:53]=[CH:54][C:34]=3[C:33]([O:32][CH2:31][C:30]3[CH:29]=[CH:28][C:27]([NH:26][C:24](=[O:25])[C@@H:23]([NH:22][C:20](=[O:21])[C@@H:19]([NH:18][C:16](=[O:17])[O:15][CH2:14][CH:12]4[C:11]5[CH:10]=[CH:9][CH:8]=[CH:7][C:6]=5[C:5]5[C:13]4=[CH:1][CH:2]=[CH:3][CH:4]=5)[CH:64]([CH3:66])[CH3:65])[CH2:57][CH2:58][CH2:59][NH:60][C:61]([NH2:63])=[O:62])=[CH:56][CH:55]=3)=[CH:41][C:40]=2[NH:39][CH2:38]1. The yield is 0.600. (2) The reactants are Br[C:2]1[C:7]([F:8])=[CH:6][CH:5]=[C:4]([CH3:9])[N:3]=1.[F:10][C:11]1[C:16]([F:17])=[CH:15][C:14]([F:18])=[CH:13][C:12]=1B(O)O.C(=O)([O-])[O-].[Na+].[Na+]. The catalyst is O1CCOCC1.C1C=CC(P(C2C=CC=CC=2)[C-]2C=CC=C2)=CC=1.C1C=CC(P(C2C=CC=CC=2)[C-]2C=CC=C2)=CC=1.Cl[Pd]Cl.[Fe+2].C(Cl)Cl. The product is [F:8][C:7]1[C:2]([C:12]2[CH:13]=[C:14]([F:18])[CH:15]=[C:16]([F:17])[C:11]=2[F:10])=[N:3][C:4]([CH3:9])=[CH:5][CH:6]=1. The yield is 0.870. (3) The reactants are [CH2:1]([O:8][C:9]([N:11]1[CH2:15][C@H:14]([O:16][C:17]([CH3:20])([CH3:19])[CH3:18])[CH2:13][C@H:12]1[C:21](=O)[NH:22][CH2:23][C:24](=[O:26])[CH3:25])=[O:10])[C:2]1[CH:7]=[CH:6][CH:5]=[CH:4][CH:3]=1.ClC(Cl)(Cl)C(Cl)(Cl)Cl.C1(P(C2C=CC=CC=2)C2C=CC=CC=2)C=CC=CC=1.C(N(CC)CC)C. The catalyst is ClCCl.O. The product is [CH2:1]([O:8][C:9]([N:11]1[CH2:15][C@H:14]([O:16][C:17]([CH3:20])([CH3:19])[CH3:18])[CH2:13][C@H:12]1[C:21]1[O:26][C:24]([CH3:25])=[CH:23][N:22]=1)=[O:10])[C:2]1[CH:7]=[CH:6][CH:5]=[CH:4][CH:3]=1. The yield is 0.420. (4) The reactants are [Si:1]([O:8][CH2:9][C@@H:10]1[C:15]([CH3:16])=[C:14]([CH3:17])[C@H:13](O)[CH2:12][N:11]1[C:19]([O:21][C:22]([CH3:25])([CH3:24])[CH3:23])=[O:20])([C:4]([CH3:7])([CH3:6])[CH3:5])([CH3:3])[CH3:2].[CH2:26]([O:29][NH:30][S:31]([C:34]1[CH:39]=[CH:38][CH:37]=[CH:36][C:35]=1[N+:40]([O-:42])=[O:41])(=[O:33])=[O:32])[CH:27]=[CH2:28].C(ON([C@H]1CN(C(OC(C)(C)C)=O)[C@H](CO[Si](C(C)(C)C)(C)C)C=C1C)S(C1C=CC=CC=1[N+]([O-])=O)(=O)=O)C=C. No catalyst specified. The product is [CH2:26]([O:29][N:30]([C@H:13]1[CH2:12][N:11]([C:19]([O:21][C:22]([CH3:24])([CH3:23])[CH3:25])=[O:20])[C@H:10]([CH2:9][O:8][Si:1]([C:4]([CH3:7])([CH3:5])[CH3:6])([CH3:2])[CH3:3])[C:15]([CH3:16])=[C:14]1[CH3:17])[S:31]([C:34]1[CH:39]=[CH:38][CH:37]=[CH:36][C:35]=1[N+:40]([O-:42])=[O:41])(=[O:33])=[O:32])[CH:27]=[CH2:28]. The yield is 1.00. (5) The reactants are [ClH:1].C(OC(=O)[NH:8][CH2:9][CH2:10][CH2:11][N:12]1[CH:17]=[CH:16][CH:15]=[C:14]([CH3:18])[C:13]1=[O:19])(C)(C)C. The catalyst is O1CCOCC1. The product is [ClH:1].[NH2:8][CH2:9][CH2:10][CH2:11][N:12]1[CH:17]=[CH:16][CH:15]=[C:14]([CH3:18])[C:13]1=[O:19]. The yield is 0.900. (6) The reactants are Br[CH2:2][CH2:3][N:4]1[C:8]([CH2:9]Cl)=[CH:7][C:6]([N+:11]([O-:13])=[O:12])=[N:5]1.[CH3:14][O:15][CH2:16][CH2:17][CH2:18][NH2:19].CS(C)=O. The catalyst is C(OCC)(=O)C. The product is [CH3:14][O:15][CH2:16][CH2:17][CH2:18][N:19]1[CH2:2][CH2:3][N:4]2[N:5]=[C:6]([N+:11]([O-:13])=[O:12])[CH:7]=[C:8]2[CH2:9]1. The yield is 0.660. (7) The reactants are [Cl:1][C:2]1[CH:3]=[C:4]2[C:8](=[CH:9][C:10]=1[Cl:11])[C:7](=[O:12])[O:6][CH2:5]2.[Br:13]NC(=O)CCC(N)=O.C(OOC(=O)C1C=CC=CC=1)(=O)C1C=CC=CC=1. The catalyst is C(Cl)(Cl)Cl. The product is [Br:13][CH:5]1[C:4]2[C:8](=[CH:9][C:10]([Cl:11])=[C:2]([Cl:1])[CH:3]=2)[C:7](=[O:12])[O:6]1. The yield is 0.910. (8) The reactants are [N:1]1[CH:6]=[CH:5][N:4]=[CH:3][C:2]=1[C:7](=O)[CH3:8].C([O-])(=O)C.[NH4+:14]. The catalyst is CO.C([BH3-])#N.[Na+]. The product is [N:1]1[CH:6]=[CH:5][N:4]=[CH:3][C:2]=1[CH:7]([NH2:14])[CH3:8]. The yield is 0.750.